This data is from Full USPTO retrosynthesis dataset with 1.9M reactions from patents (1976-2016). The task is: Predict the reactants needed to synthesize the given product. (1) Given the product [OH:10][C:11]1[CH:12]=[CH:13][C:14]([C:17]2[C:25]3[C:20](=[CH:21][C:22]([N:26]4[CH2:27][CH2:28][N:29]([C:32]([O:34][C:35]([CH3:38])([CH3:37])[CH3:36])=[O:33])[CH2:30][CH2:31]4)=[CH:23][CH:24]=3)[N:19]([C:39]3[CH:40]=[CH:41][N:42]=[CH:43][CH:44]=3)[CH:18]=2)=[CH:15][CH:16]=1, predict the reactants needed to synthesize it. The reactants are: [OH-].[Na+].C(OC([O:10][C:11]1[CH:16]=[CH:15][C:14]([C:17]2[C:25]3[C:20](=[CH:21][C:22]([N:26]4[CH2:31][CH2:30][N:29]([C:32]([O:34][C:35]([CH3:38])([CH3:37])[CH3:36])=[O:33])[CH2:28][CH2:27]4)=[CH:23][CH:24]=3)[N:19]([C:39]3[CH:44]=[CH:43][N:42]=[CH:41][CH:40]=3)[CH:18]=2)=[CH:13][CH:12]=1)=O)(C)(C)C.O. (2) Given the product [C:1]([O:5][C:6]([N:8]([C:28]([O:30][C:31]([CH3:32])([CH3:34])[CH3:33])=[O:29])[C:9]1[S:10][C:11]([C:23]([O:25][CH2:26][CH3:27])=[O:24])=[C:12]([CH2:14][OH:15])[N:13]=1)=[O:7])([CH3:4])([CH3:2])[CH3:3], predict the reactants needed to synthesize it. The reactants are: [C:1]([O:5][C:6]([N:8]([C:28]([O:30][C:31]([CH3:34])([CH3:33])[CH3:32])=[O:29])[C:9]1[S:10][C:11]([C:23]([O:25][CH2:26][CH3:27])=[O:24])=[C:12]([CH2:14][O:15][Si](C(C)(C)C)(C)C)[N:13]=1)=[O:7])([CH3:4])([CH3:3])[CH3:2].CCCC[N+](CCCC)(CCCC)CCCC.[F-].C(O)(=O)C.C(OCC)(=O)C. (3) The reactants are: [C:1]1([C:7]2[O:8][C:9]([C:27]([F:30])([F:29])[F:28])=[C:10]([C:12]([NH:14][C:15]3[CH:16]=[N:17][C:18]([N:21]4[CH2:26][CH2:25][NH:24][CH2:23][CH2:22]4)=[CH:19][CH:20]=3)=[O:13])[N:11]=2)[CH:6]=[CH:5][CH:4]=[CH:3][CH:2]=1.Cl[C:32]([O:34][C:35]1[CH:40]=[CH:39][C:38]([F:41])=[CH:37][CH:36]=1)=[O:33].ClC(OCC)=O. Given the product [C:1]1([C:7]2[O:8][C:9]([C:27]([F:28])([F:29])[F:30])=[C:10]([C:12]([NH:14][C:15]3[CH:20]=[CH:19][C:18]([N:21]4[CH2:26][CH2:25][N:24]([C:32]([O:34][C:35]5[CH:40]=[CH:39][C:38]([F:41])=[CH:37][CH:36]=5)=[O:33])[CH2:23][CH2:22]4)=[N:17][CH:16]=3)=[O:13])[N:11]=2)[CH:2]=[CH:3][CH:4]=[CH:5][CH:6]=1, predict the reactants needed to synthesize it. (4) Given the product [CH:39]1([N:36]2[CH2:37][CH2:38][N:33]([C:31](=[O:32])[CH2:30][N:18]3[CH2:19][CH2:20][C:14]4[C:15](=[N:16][C:11]5[N:12]([N:8]=[CH:9][CH:10]=5)[CH:13]=4)[CH2:17]3)[CH2:34][CH2:35]2)[CH2:42][CH2:41][CH2:40]1, predict the reactants needed to synthesize it. The reactants are: FC(F)(F)C(O)=O.[N:8]1[N:12]2[CH:13]=[C:14]3[CH2:20][CH2:19][NH:18][CH2:17][C:15]3=[N:16][C:11]2=[CH:10][CH:9]=1.[Na+].[I-].C([O-])([O-])=O.[K+].[K+].Cl[CH2:30][C:31]([N:33]1[CH2:38][CH2:37][N:36]([CH:39]2[CH2:42][CH2:41][CH2:40]2)[CH2:35][CH2:34]1)=[O:32].